This data is from NCI-60 drug combinations with 297,098 pairs across 59 cell lines. The task is: Regression. Given two drug SMILES strings and cell line genomic features, predict the synergy score measuring deviation from expected non-interaction effect. (1) Drug 1: CC(C1=C(C=CC(=C1Cl)F)Cl)OC2=C(N=CC(=C2)C3=CN(N=C3)C4CCNCC4)N. Drug 2: CS(=O)(=O)OCCCCOS(=O)(=O)C. Cell line: DU-145. Synergy scores: CSS=2.95, Synergy_ZIP=-0.341, Synergy_Bliss=2.61, Synergy_Loewe=-2.72, Synergy_HSA=0.229. (2) Drug 1: CS(=O)(=O)C1=CC(=C(C=C1)C(=O)NC2=CC(=C(C=C2)Cl)C3=CC=CC=N3)Cl. Drug 2: CN(C)N=NC1=C(NC=N1)C(=O)N. Cell line: UO-31. Synergy scores: CSS=49.1, Synergy_ZIP=3.80, Synergy_Bliss=3.96, Synergy_Loewe=6.42, Synergy_HSA=6.66. (3) Drug 1: CNC(=O)C1=NC=CC(=C1)OC2=CC=C(C=C2)NC(=O)NC3=CC(=C(C=C3)Cl)C(F)(F)F. Drug 2: C1CC(=O)NC(=O)C1N2C(=O)C3=CC=CC=C3C2=O. Cell line: IGROV1. Synergy scores: CSS=-2.93, Synergy_ZIP=3.25, Synergy_Bliss=2.94, Synergy_Loewe=-2.30, Synergy_HSA=-2.92. (4) Drug 1: C1CCC(CC1)NC(=O)N(CCCl)N=O. Drug 2: C1CC(=O)NC(=O)C1N2C(=O)C3=CC=CC=C3C2=O. Cell line: U251. Synergy scores: CSS=25.9, Synergy_ZIP=-2.30, Synergy_Bliss=6.70, Synergy_Loewe=-1.16, Synergy_HSA=2.28. (5) Drug 1: C1CCC(C1)C(CC#N)N2C=C(C=N2)C3=C4C=CNC4=NC=N3. Drug 2: CC1C(C(CC(O1)OC2CC(CC3=C2C(=C4C(=C3O)C(=O)C5=C(C4=O)C(=CC=C5)OC)O)(C(=O)CO)O)N)O.Cl. Cell line: UO-31. Synergy scores: CSS=57.9, Synergy_ZIP=-1.35, Synergy_Bliss=3.12, Synergy_Loewe=6.16, Synergy_HSA=6.68. (6) Drug 1: CC1OCC2C(O1)C(C(C(O2)OC3C4COC(=O)C4C(C5=CC6=C(C=C35)OCO6)C7=CC(=C(C(=C7)OC)O)OC)O)O. Drug 2: CC1=C(C=C(C=C1)C(=O)NC2=CC(=CC(=C2)C(F)(F)F)N3C=C(N=C3)C)NC4=NC=CC(=N4)C5=CN=CC=C5. Cell line: 786-0. Synergy scores: CSS=12.1, Synergy_ZIP=-4.31, Synergy_Bliss=-3.18, Synergy_Loewe=-12.1, Synergy_HSA=-4.21.